Dataset: Forward reaction prediction with 1.9M reactions from USPTO patents (1976-2016). Task: Predict the product of the given reaction. (1) Given the reactants Br[C:2]1[C:3]2[N:4]([C:15](=[O:30])[N:16]([CH2:18][C:19]3[C:20]([CH3:29])=[N:21][C:22]([C:25]([F:28])([F:27])[F:26])=[CH:23][CH:24]=3)[N:17]=2)[CH:5]=[CH:6][C:7]=1[C:8]1[CH:13]=[CH:12][C:11]([Cl:14])=[CH:10][CH:9]=1.[F:31][C:32]1[CH:33]=[C:34](B(O)O)[CH:35]=[C:36]([F:40])[C:37]=1[CH2:38][OH:39].C(Cl)Cl.[O-]P([O-])([O-])=O.[K+].[K+].[K+], predict the reaction product. The product is: [Cl:14][C:11]1[CH:10]=[CH:9][C:8]([C:7]2[CH:6]=[CH:5][N:4]3[C:15](=[O:30])[N:16]([CH2:18][C:19]4[C:20]([CH3:29])=[N:21][C:22]([C:25]([F:26])([F:28])[F:27])=[CH:23][CH:24]=4)[N:17]=[C:3]3[C:2]=2[C:34]2[CH:33]=[C:32]([F:31])[C:37]([CH2:38][OH:39])=[C:36]([F:40])[CH:35]=2)=[CH:13][CH:12]=1. (2) Given the reactants [N:1]12[CH2:8][CH2:7][CH:4]([CH2:5][CH2:6]1)[C:3](=[O:9])[CH2:2]2.[CH3:10]NC.C=O.C(O)C, predict the reaction product. The product is: [CH2:10]=[C:2]1[C:3](=[O:9])[CH:4]2[CH2:7][CH2:8][N:1]1[CH2:6][CH2:5]2. (3) Given the reactants [CH3:1][C:2]1[CH:7]=[CH:6][CH:5]=[C:4]([C:8]2[NH:17][C:16](=O)[C:15]3[C:10](=[N:11][CH:12]=[CH:13][N:14]=3)[N:9]=2)[N:3]=1.[NH2:19][C:20]1[CH:25]=[CH:24][N:23]=[CH:22][C:21]=1[CH3:26].C(N(C1C=CN=CC=1)C1C2C(=NC=CN=2)N=C(C2C=C(Br)C=CC=2F)N=1)CCC, predict the reaction product. The product is: [CH3:1][C:2]1[CH:7]=[CH:6][CH:5]=[C:4]([C:8]2[N:17]=[C:16]([NH:19][C:20]3[CH:25]=[CH:24][N:23]=[CH:22][C:21]=3[CH3:26])[C:15]3[C:10](=[N:11][CH:12]=[CH:13][N:14]=3)[N:9]=2)[N:3]=1. (4) Given the reactants Br[C:2]1[CH:14]=[CH:13][C:12]([C:15](=[O:17])[NH2:16])=[C:11]2[C:3]=1[C:4]1[CH2:5][CH2:6][CH:7]([NH:18][C:19](=[O:28])[O:20][CH2:21][C:22]3[CH:27]=[CH:26][CH:25]=[CH:24][CH:23]=3)[CH2:8][C:9]=1[NH:10]2.[CH3:29][C:30]1[C:36](B2OC(C)(C)C(C)(C)O2)=[CH:35][CH:34]=[CH:33][C:31]=1[NH2:32], predict the reaction product. The product is: [NH2:32][C:31]1[C:30]([CH3:29])=[C:36]([C:2]2[CH:14]=[CH:13][C:12]([C:15](=[O:17])[NH2:16])=[C:11]3[C:3]=2[C:4]2[CH2:5][CH2:6][CH:7]([NH:18][C:19](=[O:28])[O:20][CH2:21][C:22]4[CH:27]=[CH:26][CH:25]=[CH:24][CH:23]=4)[CH2:8][C:9]=2[NH:10]3)[CH:35]=[CH:34][CH:33]=1.